From a dataset of Forward reaction prediction with 1.9M reactions from USPTO patents (1976-2016). Predict the product of the given reaction. (1) Given the reactants [Cl:1][C:2]1[CH:7]=[C:6]([C:8]2[CH:13]=[CH:12][CH:11]=[CH:10][CH:9]=2)[C:5]([C:14]2[CH:19]=[CH:18][CH:17]=[CH:16][CH:15]=2)=[C:4]([N+:20]([O-])=O)[CH:3]=1.[Cl-].[NH4+].C(O)C, predict the reaction product. The product is: [Cl:1][C:2]1[CH:7]=[C:6]([C:8]2[CH:13]=[CH:12][CH:11]=[CH:10][CH:9]=2)[C:5]([C:14]2[CH:15]=[CH:16][CH:17]=[CH:18][CH:19]=2)=[C:4]([NH2:20])[CH:3]=1. (2) Given the reactants C1(P([C:24]2[CH:29]=CC=CC=2)CCCP(C2C=CC=CC=2)C2C=CC=CC=2)C=CC=CC=1.[F:30][C:31]1[CH:36]=[C:35](I)[C:34]([CH3:38])=[CH:33][N:32]=1.C(OC([N:44]1[CH2:49][CH2:48][CH2:47][CH2:46][CH2:45]1)=O)C.[C:50](=O)([O-:52])[O-:51].[Cs+].[Cs+], predict the reaction product. The product is: [F:30][C:31]1[CH:36]=[C:35]([N:44]2[CH2:45][CH2:46][CH:47]([C:50]([O:52][CH2:29][CH3:24])=[O:51])[CH2:48][CH2:49]2)[C:34]([CH3:38])=[CH:33][N:32]=1. (3) Given the reactants [N:1]1[N:2]2[CH2:11][CH2:10][CH2:9][C:3]2=[CH:4][C:5]=1[C:6](O)=[O:7].Cl.[CH3:13][NH:14][O:15][CH3:16].N1C=CC=CC=1.FC(F)(F)C(O)=O, predict the reaction product. The product is: [CH3:16][O:15][N:14]([CH3:13])[C:6]([C:5]1[CH:4]=[C:3]2[CH2:9][CH2:10][CH2:11][N:2]2[N:1]=1)=[O:7]. (4) Given the reactants Br[C:2]1[CH:3]=[C:4]([C:8]2([CH:13]([CH3:15])[CH3:14])[O:12][CH2:11][CH2:10][O:9]2)[CH:5]=[CH:6][CH:7]=1.C([Li])CCC.CN([CH:24]=[O:25])C.[Cl-].[NH4+], predict the reaction product. The product is: [CH:24]([C:2]1[CH:3]=[C:4]([C:8]2([CH:13]([CH3:15])[CH3:14])[O:12][CH2:11][CH2:10][O:9]2)[CH:5]=[CH:6][CH:7]=1)=[O:25]. (5) Given the reactants [S-:1][C:2]#[N:3].[NH4+].[Cl:5][C:6]1[CH:7]=[C:8]2[C:12](=[CH:13][CH:14]=1)[NH:11][N:10]=[C:9]2[NH2:15], predict the reaction product. The product is: [Cl:5][C:6]1[CH:7]=[C:8]2[C:12](=[CH:13][CH:14]=1)[NH:11][N:10]=[C:9]2[NH:15][C:2]([NH2:3])=[S:1]. (6) Given the reactants [C:1]1([N:7]2[C:11](=[O:12])[CH:10]=[C:9]([CH3:13])[NH:8]2)[CH:6]=[CH:5][CH:4]=[CH:3][CH:2]=1.[OH-].[Ca+2].[OH-].[CH3:17][CH:18]([CH2:22][CH3:23])[C:19](Cl)=[O:20].Cl.O1CCOC[CH2:26]1, predict the reaction product. The product is: [C:1]1([N:7]2[C:11](=[O:12])[C:10]([C:19](=[O:20])[CH:18]([CH2:22][CH3:23])[CH2:17][CH3:26])=[C:9]([CH3:13])[NH:8]2)[CH:6]=[CH:5][CH:4]=[CH:3][CH:2]=1. (7) Given the reactants Cl[C:2]1[CH:7]=[C:6]([O:8][CH3:9])[N:5]=[CH:4][N:3]=1.[C:10]([O:14][C:15]([N:17]1[CH2:22][CH:21]=[C:20](B2OC(C)(C)C(C)(C)O2)[CH2:19][CH2:18]1)=[O:16])([CH3:13])([CH3:12])[CH3:11].C(=O)([O-])[O-].[Na+].[Na+].O, predict the reaction product. The product is: [C:10]([O:14][C:15]([N:17]1[CH2:18][CH:19]=[C:20]([C:2]2[CH:7]=[C:6]([O:8][CH3:9])[N:5]=[CH:4][N:3]=2)[CH2:21][CH2:22]1)=[O:16])([CH3:13])([CH3:11])[CH3:12].